This data is from Reaction yield outcomes from USPTO patents with 853,638 reactions. The task is: Predict the reaction yield, written as a fraction of the theoretical maximum amount of product (1.0 means a 100% yield; for example, 0.34 means a 34% yield). The reactants are O[CH2:2][C:3]1[O:4][C:5]2[CH:12]=[CH:11][C:10]([C:13]#[N:14])=[C:9]([O:15][CH3:16])[C:6]=2[C:7]=1[CH3:8].P(Br)(Br)[Br:18]. The catalyst is ClCCl.N1C=CC=CC=1. The product is [Br:18][CH2:2][C:3]1[O:4][C:5]2[CH:12]=[CH:11][C:10]([C:13]#[N:14])=[C:9]([O:15][CH3:16])[C:6]=2[C:7]=1[CH3:8]. The yield is 0.950.